This data is from Catalyst prediction with 721,799 reactions and 888 catalyst types from USPTO. The task is: Predict which catalyst facilitates the given reaction. (1) Reactant: [N:1]1([C:7]2[CH:14]=[CH:13]C(C#N)=[CH:9][CH:8]=2)[CH2:6][CH2:5][CH2:4][CH2:3][CH2:2]1.[OH-].[Na+].[C:17]([OH:20])(=[O:19])[CH3:18]. Product: [N:1]1([C:7]2[CH:14]=[CH:13][C:18]([C:17]([OH:20])=[O:19])=[CH:9][CH:8]=2)[CH2:6][CH2:5][CH2:4][CH2:3][CH2:2]1. The catalyst class is: 33. (2) The catalyst class is: 336. Product: [CH:31]([C:34]1[CH:39]=[CH:38][C:37]([CH3:40])=[CH:36][C:35]=1[N:41]1[C:51](=[O:54])[CH2:52][S:43]/[C:42]/1=[N:44]\[C:45]([NH:64][CH2:22][CH:21]([C:18]1[CH:19]=[CH:20][C:15]([C:12]2[N:13]=[CH:14][N:10]([C:7]3[CH:8]=[CH:9][C:4]([O:3][C:2]([F:29])([F:1])[F:30])=[CH:5][CH:6]=3)[N:11]=2)=[CH:16][CH:17]=1)[CH3:28])=[O:48])([CH3:33])[CH3:32]. Reactant: [F:1][C:2]([F:30])([F:29])[O:3][C:4]1[CH:9]=[CH:8][C:7]([N:10]2[CH:14]=[N:13][C:12]([C:15]3[CH:20]=[CH:19][C:18]([CH:21]([CH3:28])[CH2:22]C(N=[N+]=[N-])=O)=[CH:17][CH:16]=3)=[N:11]2)=[CH:6][CH:5]=1.[CH:31]([C:34]1[CH:39]=[CH:38][C:37]([CH3:40])=[CH:36][C:35]=1[NH:41][C:42]([NH2:44])=[S:43])([CH3:33])[CH3:32].[C:45](=[O:48])([O-])[O-].[Cs+].[Cs+].[C:51]([O-:54])(=O)[CH3:52].[Na+].BrCC(OC)=O.C(#[N:64])C.